From a dataset of Forward reaction prediction with 1.9M reactions from USPTO patents (1976-2016). Predict the product of the given reaction. (1) Given the reactants [Cl:1][C:2]1[CH:7]=[CH:6][C:5]([C:8]2(C(O)=O)[CH2:11][CH2:10][CH2:9]2)=[CH:4][CH:3]=1.[C:15](O[C:15]([O:17][C:18]([CH3:21])([CH3:20])[CH3:19])=[O:16])([O:17][C:18]([CH3:21])([CH3:20])[CH3:19])=[O:16].[N-:30]=[N+]=[N-].[Na+].C(=O)(O)[O-].[Na+], predict the reaction product. The product is: [Cl:1][C:2]1[CH:3]=[CH:4][C:5]([C:8]2([NH:30][C:15](=[O:16])[O:17][C:18]([CH3:21])([CH3:20])[CH3:19])[CH2:9][CH2:10][CH2:11]2)=[CH:6][CH:7]=1. (2) Given the reactants [C:1]([C:3]1[C:4]([F:14])=[CH:5][C:6]([O:12][CH3:13])=[C:7]([CH:11]=1)[C:8]([OH:10])=O)#[N:2].C(Cl)(=O)C(Cl)=O.C(N(C(C)C)CC)(C)C.Cl.[N+:31]([C:34]1[CH:35]=[C:36]([CH:39]=[CH:40][CH:41]=1)[CH2:37][NH2:38])([O-:33])=[O:32], predict the reaction product. The product is: [C:1]([C:3]1[C:4]([F:14])=[CH:5][C:6]([O:12][CH3:13])=[C:7]([CH:11]=1)[C:8]([NH:38][CH2:37][C:36]1[CH:39]=[CH:40][CH:41]=[C:34]([N+:31]([O-:33])=[O:32])[CH:35]=1)=[O:10])#[N:2]. (3) Given the reactants [Br:1][C:2]1[CH:9]=[C:8]([F:10])[C:5]([C:6]#[N:7])=[C:4](F)[CH:3]=1.[NH2:12][NH2:13].O, predict the reaction product. The product is: [Br:1][C:2]1[CH:3]=[C:4]2[C:5]([C:6]([NH2:7])=[N:12][NH:13]2)=[C:8]([F:10])[CH:9]=1. (4) Given the reactants [CH3:1][N:2]1[C:6]([C:7]2[CH:19]=[N:18][C:17]3[C:16]4[C:15]([S:20]([CH3:23])(=[O:22])=[O:21])=[CH:14][CH:13]=[CH:12][C:11]=4[NH:10][C:9]=3[CH:8]=2)=[C:5]([CH3:24])[N:4]=[N:3]1.[F:25][C:26]1[CH:31]=[CH:30][C:29]([C@@H:32]([CH:34]2[CH2:39][CH2:38][O:37][CH2:36][CH2:35]2)O)=[CH:28][CH:27]=1.C1(P(C2C=CC=CC=2)C2C=CC=CC=2)C=CC=CC=1.CC(OC(/N=N/C(OC(C)C)=O)=O)C, predict the reaction product. The product is: [F:25][C:26]1[CH:27]=[CH:28][C:29]([C@H:32]([CH:34]2[CH2:35][CH2:36][O:37][CH2:38][CH2:39]2)[N:10]2[C:11]3[CH:12]=[CH:13][CH:14]=[C:15]([S:20]([CH3:23])(=[O:22])=[O:21])[C:16]=3[C:17]3[N:18]=[CH:19][C:7]([C:6]4[N:2]([CH3:1])[N:3]=[N:4][C:5]=4[CH3:24])=[CH:8][C:9]2=3)=[CH:30][CH:31]=1. (5) Given the reactants [O:1]=[C:2]1[CH2:7][N:6]([C:8]([O:10]C2C=CC([N+]([O-])=O)=CC=2)=O)[C:5]2[N:20]=[CH:21][C:22]([C:24]([F:27])([F:26])[F:25])=[CH:23][C:4]=2[NH:3]1.Cl.[F:29][C:30]([F:43])([F:42])[O:31][C:32]1[CH:37]=[CH:36][C:35]([CH:38]([NH2:41])[CH2:39][CH3:40])=[CH:34][CH:33]=1.C(N(CC)CC)C, predict the reaction product. The product is: [O:1]=[C:2]1[CH2:7][N:6]([C:8]([NH:41][CH:38]([C:35]2[CH:34]=[CH:33][C:32]([O:31][C:30]([F:29])([F:42])[F:43])=[CH:37][CH:36]=2)[CH2:39][CH3:40])=[O:10])[C:5]2[N:20]=[CH:21][C:22]([C:24]([F:25])([F:26])[F:27])=[CH:23][C:4]=2[NH:3]1. (6) The product is: [CH:17]1([S:14]([CH2:13][CH2:12][CH2:11][S:8]([C:3]2[CH:4]=[CH:5][CH:6]=[CH:7][C:2]=2[C:28]2[CH:27]=[CH:26][C:25]([C:39]3[CH:44]=[N:43][C:42]([NH2:45])=[N:41][CH:40]=3)=[C:24]([F:23])[CH:29]=2)(=[O:10])=[O:9])(=[O:16])=[O:15])[CH2:22][CH2:21][CH2:20][CH2:19][CH2:18]1. Given the reactants Br[C:2]1[CH:7]=[CH:6][CH:5]=[CH:4][C:3]=1[S:8]([CH2:11][CH2:12][CH2:13][S:14]([CH:17]1[CH2:22][CH2:21][CH2:20][CH2:19][CH2:18]1)(=[O:16])=[O:15])(=[O:10])=[O:9].[F:23][C:24]1[CH:29]=[C:28](B2OC(C)(C)C(C)(C)O2)[CH:27]=[CH:26][C:25]=1[C:39]1[CH:40]=[N:41][C:42]([NH2:45])=[N:43][CH:44]=1, predict the reaction product. (7) Given the reactants FC(F)(F)S(O[C:7]1[C:16]2[C:11](=[C:12]([F:17])[CH:13]=[CH:14][CH:15]=2)[N:10]=[CH:9][CH:8]=1)(=O)=O.[Li+].[Cl-].[CH2:22]([O:24]C([Sn](CCCC)(CCCC)CCCC)=C)[CH3:23].C([O-])(O)=O.[Na+], predict the reaction product. The product is: [F:17][C:12]1[CH:13]=[CH:14][CH:15]=[C:16]2[C:11]=1[N:10]=[CH:9][CH:8]=[C:7]2[C:22](=[O:24])[CH3:23].